From a dataset of Reaction yield outcomes from USPTO patents with 853,638 reactions. Predict the reaction yield, written as a fraction of the theoretical maximum amount of product (1.0 means a 100% yield; for example, 0.34 means a 34% yield). (1) The reactants are [O:1]=[C:2]1[C:7]([CH2:8][C:9]2[CH:14]=[CH:13][C:12]([C:15]3[C:16]([C:21]#[N:22])=[CH:17][CH:18]=[CH:19][CH:20]=3)=[CH:11][CH:10]=2)=[C:6]([CH2:23][CH2:24][CH3:25])[N:5]2[N:26]=[CH:27][N:28]=[C:4]2[NH:3]1.[CH3:29][C:30]1([O:33][CH2:32]1)[CH3:31].C(=O)([O-])[O-].[K+].[K+].CN(C)C(=O)C. The catalyst is C(OCC)(=O)C. The product is [OH:33][C:30]([CH3:32])([CH3:31])[CH2:29][N:3]1[C:2](=[O:1])[C:7]([CH2:8][C:9]2[CH:10]=[CH:11][C:12]([C:15]3[C:16]([C:21]#[N:22])=[CH:17][CH:18]=[CH:19][CH:20]=3)=[CH:13][CH:14]=2)=[C:6]([CH2:23][CH2:24][CH3:25])[N:5]2[N:26]=[CH:27][N:28]=[C:4]12. The yield is 0.790. (2) The reactants are [C:1]([NH:20][CH2:21][C:22]1[O:23][CH2:24][CH2:25][CH2:26][CH:27]=1)([C:14]1[CH:19]=[CH:18][CH:17]=[CH:16][CH:15]=1)([C:8]1[CH:13]=[CH:12][CH:11]=[CH:10][CH:9]=1)[C:2]1[CH:7]=[CH:6][CH:5]=[CH:4][CH:3]=1.[OH-:28].[Na+].OO. The catalyst is O1CCCC1. The product is [C:1]([NH:20][CH2:21][CH:22]1[CH:27]([OH:28])[CH2:26][CH2:25][CH2:24][O:23]1)([C:8]1[CH:13]=[CH:12][CH:11]=[CH:10][CH:9]=1)([C:14]1[CH:15]=[CH:16][CH:17]=[CH:18][CH:19]=1)[C:2]1[CH:3]=[CH:4][CH:5]=[CH:6][CH:7]=1. The yield is 0.800. (3) The reactants are Cl[C:2]1[N:7]=[C:6]([NH:8][C:9]2[CH:13]=[C:12]([CH2:14][CH2:15][C:16]3[CH:21]=[CH:20][CH:19]=[C:18]([O:22][CH:23]([CH3:25])[CH3:24])[CH:17]=3)[NH:11][N:10]=2)[CH:5]=[CH:4][N:3]=1.Cl.[CH3:27][C:28]1[CH:32]=[C:31]([CH2:33][NH2:34])[O:30][N:29]=1.C(N(C(C)C)C(C)C)C. The catalyst is COCCO. The product is [CH3:27][C:28]1[CH:32]=[C:31]([CH2:33][NH:34][C:2]2[N:7]=[C:6]([NH:8][C:9]3[CH:13]=[C:12]([CH2:14][CH2:15][C:16]4[CH:21]=[CH:20][CH:19]=[C:18]([O:22][CH:23]([CH3:25])[CH3:24])[CH:17]=4)[NH:11][N:10]=3)[CH:5]=[CH:4][N:3]=2)[O:30][N:29]=1. The yield is 0.350. (4) The reactants are C(=O)([O-])[O-:2].[K+].[K+].[CH3:7][C:8]([CH3:21])([CH3:20])[C:9]([NH:11][C:12]1[CH:17]=[N:16][C:15]([CH:18]=[CH2:19])=[CH:14][N:13]=1)=[O:10].S(S([O-])=O)([O-])(=O)=O.[Na+].[Na+].[OH2:31].C(O)(C)(C)C. The catalyst is [Fe-3](C#N)(C#N)(C#N)(C#N)(C#N)C#N.[K+].[K+].[K+].[Os](=O)(=O)(=O)=O.CC[C@H]1[C@H]2C[C@H]([C@H](OC3C4C(=CC=CC=4)C(O[C@H](C4C=CN=C5C=4C=C(OC)C=C5)[C@@H]4N5C[C@H](CC)[C@@H](CC5)C4)=NN=3)C3C=CN=C4C=3C=C(OC)C=C4)N(CC2)C1.C1(C)C=CC=CC=1. The product is [OH:31][C@@H:18]([C:15]1[N:16]=[CH:17][C:12]([NH:11][C:9](=[O:10])[C:8]([CH3:21])([CH3:20])[CH3:7])=[N:13][CH:14]=1)[CH2:19][OH:2]. The yield is 1.00. (5) The reactants are [NH2:1][C:2]1[CH2:3][C:4]([C:14]([N:16]([CH2:20][CH2:21][CH3:22])[CH2:17][CH2:18][CH3:19])=[O:15])=[CH:5][C:6]2[CH:12]=[CH:11][C:10](Br)=[CH:9][C:7]=2[N:8]=1.[CH3:23][O:24][C:25]([C:27]1[CH:32]=[CH:31][C:30](B(O)O)=[CH:29][CH:28]=1)=[O:26].C(=O)([O-])[O-].[K+].[K+]. The catalyst is C(#N)C.CCOC(C)=O.C1C=CC([P]([Pd]([P](C2C=CC=CC=2)(C2C=CC=CC=2)C2C=CC=CC=2)([P](C2C=CC=CC=2)(C2C=CC=CC=2)C2C=CC=CC=2)[P](C2C=CC=CC=2)(C2C=CC=CC=2)C2C=CC=CC=2)(C2C=CC=CC=2)C2C=CC=CC=2)=CC=1. The product is [NH2:1][C:2]1[CH2:3][C:4]([C:14](=[O:15])[N:16]([CH2:20][CH2:21][CH3:22])[CH2:17][CH2:18][CH3:19])=[CH:5][C:6]2[CH:12]=[CH:11][C:10]([C:30]3[CH:31]=[CH:32][C:27]([C:25]([O:24][CH3:23])=[O:26])=[CH:28][CH:29]=3)=[CH:9][C:7]=2[N:8]=1. The yield is 0.230. (6) The reactants are [CH2:1]([O:8][C:9]1[C:14]2[CH:15]=[C:16]([C:18]3[N:19]=[C:20]4[N:24]([CH:25]=3)[N:23]=[C:22](Br)[S:21]4)[O:17][C:13]=2[CH:12]=[C:11]([Cl:27])[CH:10]=1)[C:2]1[CH:7]=[CH:6][CH:5]=[CH:4][CH:3]=1.C(Cl)Cl.[CH3:31][OH:32].C[O-].[Na+]. The catalyst is CCOC(C)=O. The product is [CH2:1]([O:8][C:9]1[C:14]2[CH:15]=[C:16]([C:18]3[N:19]=[C:20]4[N:24]([CH:25]=3)[N:23]=[C:22]([O:32][CH3:31])[S:21]4)[O:17][C:13]=2[CH:12]=[C:11]([Cl:27])[CH:10]=1)[C:2]1[CH:7]=[CH:6][CH:5]=[CH:4][CH:3]=1. The yield is 0.810. (7) The reactants are [N+:1]([C:4]1[CH:12]=[C:11]2[C:7]([CH2:8][CH2:9][C:10]2=[O:13])=[CH:6][CH:5]=1)([O-])=O.ClCCl.C(OCC)(=O)C. The catalyst is CO.[C].[Pd]. The product is [NH2:1][C:4]1[CH:12]=[C:11]2[C:7]([CH2:8][CH2:9][C:10]2=[O:13])=[CH:6][CH:5]=1. The yield is 0.810. (8) The reactants are [CH3:1][O:2][C:3](=[O:15])[C:4]1[CH:13]=[C:12]([F:14])[CH:11]=[C:6]([C:7]([O:9]C)=[O:8])[CH:5]=1.[OH-].[Na+]. The catalyst is CO. The product is [CH3:1][O:2][C:3](=[O:15])[C:4]1[CH:13]=[C:12]([F:14])[CH:11]=[C:6]([C:7]([OH:9])=[O:8])[CH:5]=1. The yield is 0.830.